Predict the reaction yield, written as a fraction of the theoretical maximum amount of product (1.0 means a 100% yield; for example, 0.34 means a 34% yield). From a dataset of Reaction yield outcomes from USPTO patents with 853,638 reactions. (1) The reactants are [CH3:1][O:2][CH2:3][CH2:4][O:5][CH2:6][C:7]([C:10]1[CH:15]=[CH:14][C:13]([NH2:16])=[CH:12][CH:11]=1)([CH3:9])[CH3:8].[N+:17]([O-])([O-:19])=[O:18].[K+]. The catalyst is OS(O)(=O)=O. The product is [CH3:1][O:2][CH2:3][CH2:4][O:5][CH2:6][C:7]([C:10]1[CH:15]=[CH:14][C:13]([NH2:16])=[CH:12][C:11]=1[N+:17]([O-:19])=[O:18])([CH3:9])[CH3:8]. The yield is 0.710. (2) The reactants are [Cl:1][C:2]1[CH:3]=[CH:4][C:5]([C:10]2[O:14][N:13]=[C:12]([CH3:15])[N:11]=2)=[C:6]([CH2:8][OH:9])[CH:7]=1. The catalyst is C(Cl)Cl.O=[Mn]=O. The product is [Cl:1][C:2]1[CH:3]=[CH:4][C:5]([C:10]2[O:14][N:13]=[C:12]([CH3:15])[N:11]=2)=[C:6]([CH:7]=1)[CH:8]=[O:9]. The yield is 0.350. (3) The reactants are [CH2:1]([O:8][C:9]([NH:11][C:12]1[C:13]([C:30]([OH:32])=O)=[N:14][C:15]2[C:20]([CH:21]=1)=[CH:19][CH:18]=[C:17]([N:22]1[CH2:27][CH2:26][N:25]([CH3:28])[C:24](=[O:29])[CH2:23]1)[CH:16]=2)=[O:10])[C:2]1[CH:7]=[CH:6][CH:5]=[CH:4][CH:3]=1.[NH2:33][C:34]1[CH:35]=[N:36][CH:37]=[CH:38][C:39]=1[N:40]1[CH2:45][C@H:44]([CH3:46])[CH2:43][C@H:42]([NH:47][C:48](=[O:54])[O:49][C:50]([CH3:53])([CH3:52])[CH3:51])[CH2:41]1.CN(C(ON1N=NC2C=CC=NC1=2)=[N+](C)C)C.F[P-](F)(F)(F)(F)F.CCN(C(C)C)C(C)C. The catalyst is CN(C=O)C. The product is [C:50]([O:49][C:48]([NH:47][C@H:42]1[CH2:43][C@@H:44]([CH3:46])[CH2:45][N:40]([C:39]2[CH:38]=[CH:37][N:36]=[CH:35][C:34]=2[NH:33][C:30]([C:13]2[C:12]([NH:11][C:9](=[O:10])[O:8][CH2:1][C:2]3[CH:3]=[CH:4][CH:5]=[CH:6][CH:7]=3)=[CH:21][C:20]3[C:15](=[CH:16][C:17]([N:22]4[CH2:27][CH2:26][N:25]([CH3:28])[C:24](=[O:29])[CH2:23]4)=[CH:18][CH:19]=3)[N:14]=2)=[O:32])[CH2:41]1)=[O:54])([CH3:51])([CH3:52])[CH3:53]. The yield is 0.200. (4) The reactants are [C:1]([O:5][C:6]([NH:8][CH2:9][CH2:10][C:11]([OH:13])=O)=[O:7])([CH3:4])([CH3:3])[CH3:2].Cl.[F:15][C:16]1[CH:24]=[C:23]2[C:19]([C:20]([C:25]3[CH:26]=[N:27][N:28]([CH:30]4[CH2:35][CH2:34][NH:33][CH2:32][CH2:31]4)[CH:29]=3)=[CH:21][NH:22]2)=[CH:18][CH:17]=1. No catalyst specified. The product is [F:15][C:16]1[CH:24]=[C:23]2[C:19]([C:20]([C:25]3[CH:26]=[N:27][N:28]([CH:30]4[CH2:35][CH2:34][N:33]([C:11](=[O:13])[CH2:10][CH2:9][NH:8][C:6](=[O:7])[O:5][C:1]([CH3:2])([CH3:3])[CH3:4])[CH2:32][CH2:31]4)[CH:29]=3)=[CH:21][NH:22]2)=[CH:18][CH:17]=1. The yield is 0.630. (5) The yield is 0.770. The product is [CH2:1]([O:3][CH:4]([O:7][CH2:8][CH3:9])[CH2:5][O:18][C:10](=[O:17])[C:11]1[CH:16]=[CH:15][CH:14]=[CH:13][CH:12]=1)[CH3:2]. The reactants are [CH2:1]([O:3][CH:4]([O:7][CH2:8][CH3:9])[CH2:5]Cl)[CH3:2].[C:10]([O-:18])(=[O:17])[C:11]1[CH:16]=[CH:15][CH:14]=[CH:13][CH:12]=1.[K+].[I-].[K+].CN(C=O)C. The catalyst is C(OCC)(=O)C.O. (6) The reactants are Cl.Cl.[Cl:3][C:4]1[CH:9]=[CH:8][C:7]([N:10]2[CH2:15][CH2:14][NH:13][CH2:12][CH2:11]2)=[CH:6][C:5]=1[O:16][CH3:17].O.C([O-])([O-])=O.[K+].[K+].[Cl:25][CH2:26][C:27](Cl)=[O:28]. The catalyst is C(Cl)Cl. The product is [Cl:25][CH2:26][C:27]([N:13]1[CH2:12][CH2:11][N:10]([C:7]2[CH:8]=[CH:9][C:4]([Cl:3])=[C:5]([O:16][CH3:17])[CH:6]=2)[CH2:15][CH2:14]1)=[O:28]. The yield is 0.920. (7) The reactants are C([O:3][C:4]([C:6]1[C:7]([NH:24][C:25]2[CH:30]=[CH:29][C:28]([I:31])=[CH:27][C:26]=2[F:32])=[C:8]2[CH:14]=[N:13][N:12]([CH2:15][C:16]3[CH:21]=[CH:20][C:19]([O:22][CH3:23])=[CH:18][CH:17]=3)[C:9]2=[N:10][CH:11]=1)=[O:5])C.[OH-].[Na+]. No catalyst specified. The product is [F:32][C:26]1[CH:27]=[C:28]([I:31])[CH:29]=[CH:30][C:25]=1[NH:24][C:7]1[C:6]([C:4]([OH:5])=[O:3])=[CH:11][N:10]=[C:9]2[N:12]([CH2:15][C:16]3[CH:17]=[CH:18][C:19]([O:22][CH3:23])=[CH:20][CH:21]=3)[N:13]=[CH:14][C:8]=12. The yield is 1.00. (8) The reactants are I(O)(=O)(=O)=O.[OH2:6].[Br:7][C:8]1[CH:9]=[C:10]([C@H:14]([NH:19][C@@H:20]([CH2:23][CH:24]([CH3:26])[CH3:25])[CH2:21][OH:22])[C:15]([F:18])([F:17])[F:16])[CH:11]=[CH:12][CH:13]=1. The catalyst is C(#N)C.[O-2].[Cr+6].[O-2].[O-2]. The product is [Br:7][C:8]1[CH:9]=[C:10]([C@H:14]([NH:19][C@@H:20]([CH2:23][CH:24]([CH3:26])[CH3:25])[C:21]([OH:6])=[O:22])[C:15]([F:18])([F:17])[F:16])[CH:11]=[CH:12][CH:13]=1. The yield is 0.850. (9) The reactants are Br[C:2]1[CH:3]=[CH:4][CH:5]=[C:6]2[C:10]=1[NH:9][CH:8]=[CH:7]2.[C:11]1(B(O)O)[CH:16]=[CH:15][CH:14]=[CH:13][CH:12]=1.C(=O)([O-])[O-].[K+].[K+].ClCCl. The catalyst is O1CCOCC1.O. The product is [C:11]1([C:2]2[CH:3]=[CH:4][CH:5]=[C:6]3[C:10]=2[NH:9][CH:8]=[CH:7]3)[CH:16]=[CH:15][CH:14]=[CH:13][CH:12]=1. The yield is 0.930. (10) The reactants are [CH2:1]([N:3]1[C:7]([C:8]2[CH:13]=[CH:12][C:11]([N+:14]([O-:16])=[O:15])=[C:10]([CH3:17])[CH:9]=2)=[N:6][C:5]([C:18]2[CH:19]=[N:20][CH:21]=[CH:22][CH:23]=2)=[N:4]1)[CH3:2].[Cl:24][C:25]1[CH:32]=[CH:31][CH:30]=[C:29]([Cl:33])[C:26]=1[CH:27]=[O:28].C1CCN2C(=NCCC2)CC1. The catalyst is CS(C)=O. The product is [Cl:24][C:25]1[CH:32]=[CH:31][CH:30]=[C:29]([Cl:33])[C:26]=1[CH:27]([OH:28])[CH2:17][C:10]1[CH:9]=[C:8]([C:7]2[N:3]([CH2:1][CH3:2])[N:4]=[C:5]([C:18]3[CH:19]=[N:20][CH:21]=[CH:22][CH:23]=3)[N:6]=2)[CH:13]=[CH:12][C:11]=1[N+:14]([O-:16])=[O:15]. The yield is 0.170.